Predict the reactants needed to synthesize the given product. From a dataset of Full USPTO retrosynthesis dataset with 1.9M reactions from patents (1976-2016). (1) Given the product [NH2:1][C:2]1[C:11]2[CH:10]=[CH:9][CH:8]=[C:7]([C:26]3[C:25]([O:38][CH3:39])=[N:24][C:23]([O:22][CH3:21])=[N:28][CH:27]=3)[C:6]=2[N:5]=[C:4]2[CH2:13][N:14]([CH:17]3[CH2:20][CH2:19][CH2:18]3)[C:15](=[O:16])[C:3]=12, predict the reactants needed to synthesize it. The reactants are: [NH2:1][C:2]1[C:11]2[CH:10]=[CH:9][CH:8]=[C:7](Br)[C:6]=2[N:5]=[C:4]2[CH2:13][N:14]([CH:17]3[CH2:20][CH2:19][CH2:18]3)[C:15](=[O:16])[C:3]=12.[CH3:21][O:22][C:23]1[N:28]=[CH:27][C:26](B2OC(C)(C)C(C)(C)O2)=[C:25]([O:38][CH3:39])[N:24]=1. (2) Given the product [C:15]([C:17]([C:20]1[CH:21]=[C:22]([CH:26]=[CH:27][CH:28]=1)[C:23]([NH:1][C:2]1[CH:3]=[CH:4][C:5]([CH3:9])=[C:6]([OH:8])[CH:7]=1)=[O:24])([CH3:19])[CH3:18])#[N:16], predict the reactants needed to synthesize it. The reactants are: [NH2:1][C:2]1[CH:3]=[CH:4][C:5]([CH3:9])=[C:6]([OH:8])[CH:7]=1.C(=O)([O-])O.[Na+].[C:15]([C:17]([C:20]1[CH:21]=[C:22]([CH:26]=[CH:27][CH:28]=1)[C:23](Cl)=[O:24])([CH3:19])[CH3:18])#[N:16].